This data is from Experimentally validated miRNA-target interactions with 360,000+ pairs, plus equal number of negative samples. The task is: Binary Classification. Given a miRNA mature sequence and a target amino acid sequence, predict their likelihood of interaction. (1) The miRNA is hsa-miR-1206 with sequence UGUUCAUGUAGAUGUUUAAGC. The protein sequence of the target gene is MGEHSPDNNIIYFEAEEDELTPDDKMLRFVDKNGLVPSSSGTVYDRTTVLIEQDPGTLEDEDDDGQCGEHLPFLVGGEEGFHLIDHEAMSQGYVQHIISPDQIHLTINPGSTPMPRNIEGATLTLQSECPETKRKEVKRYQCTFEGCPRTYSTAGNLRTHQKTHRGEYTFVCNQEGCGKAFLTSYSLRIHVRVHTKEKPFECDVQGCEKAFNTLYRLKAHQRLHTGKTFNCESEGCSKYFTTLSDLRKHIRTHTGEKPFRCDHDGCGKAFAASHHLKTHVRTHTGERPFFCPSNGCEKTF.... Result: 0 (no interaction). (2) The miRNA is mmu-miR-1946b with sequence GCCGGGCAGUGGUGGCACAUGCUUUU. The protein sequence of the target gene is MEEADRILIHSLRQAGTAVPPDVQTLRAFTTELVVEAVVRCLRVINPAVGSGLSPLLPLAMSARFRLAMSLAQACMDLGYPLELGYQNFLYPSEPDLRDLLLFLAERLPTDASEDADQPAGDSAILLRAIGSQIRDQLALPWVPPHLRTPKLQHLQGSALQKPFHASRLVVPELSSRGEPREFQASPLLLPVPTQVPQPVGRVASLLEHHALQLCQQTGRDRPGDEDWVHRTSRLPPQEDTRAQRQRLQKQLTEHLRQSWGLLGAPIQARDLGELLQAWGAGAKTGAPKGSRFTHSEKFT.... Result: 0 (no interaction). (3) The miRNA is hsa-miR-29c-3p with sequence UAGCACCAUUUGAAAUCGGUUA. Result: 0 (no interaction). The protein sequence of the target gene is MAAAATAGPGAGAGVPGAGGGGGAREGARVAVLCLLWYALSAGGNVVNKVILSAFPFPVTVSLCHILALCAGLPPLLRAWRVPPAPPVSGPGPGPHPASGPLLPPRFYPRYVLPLAFGKYFASVSAHVSIWKVPVSYAHTVKATMPIWVVLLSRIIMKEKQSTKVYLSLVPIISGVLLATVTELSFDVWGLVSALAATLCFSLQNIFSKKVLRDSRIHHLRLLNILGCHAVFFMIPTWVLVDLSTFLVSSDLAYVSQWPWTLLLLAVSGFCNFAQNVIAFSILNLISPLSYSVANATKRI.... (4) The miRNA is hsa-miR-675-5p with sequence UGGUGCGGAGAGGGCCCACAGUG. The protein sequence of the target gene is MLPPQPSAAHQGRGGRSGLLPKGPAMLCRLCWLVSYSLAVLLLGCLLFLRKAAKPAGDPTAHQPFWAPPTPRHSRCPPNHTVSSASLSLPSRHRLFLTYRHCRNFSILLEPSGCSKDTFLLLAIKSQPGHVERRAAIRSTWGRVGGWARGRQLKLVFLLGVAGSAPPAQLLAYESREFDDILQWDFTEDFFNLTLKELHLQRWVVAACPQAHFMLKGDDDVFVHVPNVLEFLDGWDPAQDLLVGDVIRQALPNRNTKVKYFIPPSMYRATHYPPYAGGGGYVMSRATVRRLQAIMEDAEL.... Result: 0 (no interaction). (5) Result: 0 (no interaction). The protein sequence of the target gene is MNYVGQLAETVFGTVKELYRGLNPATLSGGIDVLVVKQVDGSFRCSPFHVRFGKLGVLRSREKVVDIELNGEPVDLHMKLGDSGEAFFVQELESDDEHVPPGLCTSPIPWGGLSGFPSDSQLGTASEPEGLVMAGTASTGRRKRRRRRKPKQKEDAVATDSSPEELEAGAESELSLPEKLRPEPPGVQLEEKSSLQPKDIYPYSDGEWPPQASLSAGELTSPKSDSELEVRTPEPSPLRAESHMQWAWGRLPKVARAERPESSVVLEGRAGATSPPRGGPSTPSTSVAGGVDPLGLPIQQ.... The miRNA is mmu-miR-3088-3p with sequence UUCAUGAGCAGCUGCAAAGGUGU. (6) The miRNA is hsa-miR-520a-3p with sequence AAAGUGCUUCCCUUUGGACUGU. The protein sequence of the target gene is MMEEEELEFVEELEAVLQLTPEVQLAIEQVFPSQDPLDRADFNAVEYINTLFPTEQSLANIDEVVNKIRLKIRRLDDNIRTVVRGQTNVGQDGRQALEEAQKAIQQLFGKIKDIKDKAEKSEQMVKEITRDIKQLDHAKRHLTTSITTLNHLHMLAGGVDSLEAMTRRRQYGEVANLLQGVMNVLEHFHKYMGIPQIRQLSERVKAAQTELGQQILADFEEAFPSQGTKRPGGPSNVLRDACLVANILDPRIKQEIIKKFIKQHLSEYLVLFQENQDVAWLDKIDRRYAWIKRQLVDYEE.... Result: 1 (interaction). (7) The miRNA is mmu-miR-10a-5p with sequence UACCCUGUAGAUCCGAAUUUGUG. The protein sequence of the target gene is MGSPGASLGIKKALQSEQATALPASAPAVSQPTAPAPSCLPKAGQVIPTLLREAPFSSVIAPTLLCGFLFLAWVAAEVPEESSRMAGSGARSEEGRRQHAFVPEPFDGANVVPNLWLHSFEVINDLNHWDHITKLRFLKESLRGEALGVYNRLSPQDQGDYGTVKEALLKAFGVPGAAPSHLPKEIVFANSMGKGYYLKGKIGKVPVRFLVDSGAQVSVVHPNLWEEVTDGDLDTLQPFENVVKVANGAEMKILGVWDTAVSLGKLKLKAQFLVANASAEEAIIGTDVLQDHNAILDFEH.... Result: 0 (no interaction).